Dataset: Full USPTO retrosynthesis dataset with 1.9M reactions from patents (1976-2016). Task: Predict the reactants needed to synthesize the given product. (1) Given the product [Br:1][C:2]1[N:3]=[CH:4][C:5]([F:16])=[C:6]2[C:10]([C:11](=[O:15])[C:12]([N:31]3[CH2:32][CH2:33][N:28]([C:27]4[N:23]([C:17]5[CH:22]=[CH:21][CH:20]=[CH:19][CH:18]=5)[N:24]=[N:25][N:26]=4)[CH2:29][CH2:30]3)=[O:14])=[CH:9][NH:8][C:7]=12, predict the reactants needed to synthesize it. The reactants are: [Br:1][C:2]1[N:3]=[CH:4][C:5]([F:16])=[C:6]2[C:10]([C:11](=[O:15])[C:12]([OH:14])=O)=[CH:9][NH:8][C:7]=12.[C:17]1([N:23]2[C:27]([N:28]3[CH2:33][CH2:32][NH:31][CH2:30][CH2:29]3)=[N:26][N:25]=[N:24]2)[CH:22]=[CH:21][CH:20]=[CH:19][CH:18]=1.CCN(C(C)C)C(C)C.CN(C(ON1N=NC2C=CC=CC1=2)=[N+](C)C)C.[B-](F)(F)(F)F. (2) Given the product [C:8]1([N:7]2[C:1]3[C:2](=[CH:3][CH:4]=[CH:5][CH:6]=3)[CH2:22][C:23]2=[O:24])[CH:9]=[CH:10][CH:11]=[CH:12][CH:13]=1.[Cl:21][CH2:22][C:23]([N:7]([C:1]1[CH:2]=[CH:3][CH:4]=[CH:5][CH:6]=1)[C:8]1[CH:9]=[CH:10][CH:11]=[CH:12][CH:13]=1)=[O:24], predict the reactants needed to synthesize it. The reactants are: [C:1]1([NH:7][C:8]2[CH:13]=[CH:12][CH:11]=[CH:10][CH:9]=2)[CH:6]=[CH:5][CH:4]=[CH:3][CH:2]=1.C(N(CC)CC)C.[Cl:21][CH2:22][C:23](Cl)=[O:24]. (3) Given the product [CH:22]1([CH2:21][N:5]2[C:4]([CH:1]([CH3:3])[CH3:2])=[CH:8][N:7]([C:9]3[CH:14]=[CH:13][CH:12]=[CH:11][C:10]=3[C:15]([F:16])([F:18])[F:17])[C:6]2=[O:19])[CH2:24][CH2:23]1, predict the reactants needed to synthesize it. The reactants are: [CH:1]([C:4]1[NH:5][C:6](=[O:19])[N:7]([C:9]2[CH:14]=[CH:13][CH:12]=[CH:11][C:10]=2[C:15]([F:18])([F:17])[F:16])[CH:8]=1)([CH3:3])[CH3:2].Br[CH2:21][CH:22]1[CH2:24][CH2:23]1. (4) Given the product [C:3]([O:7][CH:8]([C:14]1[C:18]([C:19]2[CH2:24][CH2:23][C:22]([CH3:26])([CH3:25])[CH2:21][CH:20]=2)=[C:17]([C:27]2[CH:28]=[CH:29][CH:30]=[CH:31][CH:32]=2)[S:16][C:15]=1[CH3:33])[C:9]([OH:11])=[O:10])([CH3:4])([CH3:5])[CH3:6], predict the reactants needed to synthesize it. The reactants are: [OH-].[K+].[C:3]([O:7][CH:8]([C:14]1[C:18]([C:19]2[CH2:24][CH2:23][C:22]([CH3:26])([CH3:25])[CH2:21][CH:20]=2)=[C:17]([C:27]2[CH:32]=[CH:31][CH:30]=[CH:29][CH:28]=2)[S:16][C:15]=1[CH3:33])[C:9]([O:11]CC)=[O:10])([CH3:6])([CH3:5])[CH3:4]. (5) Given the product [NH2:15][N:12]1[C:11]([CH3:19])([CH3:20])[CH2:10][C:8]2[NH:9][C:4]3[CH:3]=[C:2]([Cl:1])[C:22]([O:23][CH3:24])=[CH:21][C:5]=3[S:6][C:7]=2[C:13]1=[O:14], predict the reactants needed to synthesize it. The reactants are: [Cl:1][C:2]1[C:22]([O:23][CH3:24])=[CH:21][C:5]2[S:6][C:7]3[C:13](=[O:14])[N:12]([NH:15]C(=O)C)[C:11]([CH3:20])([CH3:19])[CH2:10][C:8]=3[NH:9][C:4]=2[CH:3]=1.Cl.